Dataset: Experimentally validated miRNA-target interactions with 360,000+ pairs, plus equal number of negative samples. Task: Binary Classification. Given a miRNA mature sequence and a target amino acid sequence, predict their likelihood of interaction. (1) Result: 0 (no interaction). The protein sequence of the target gene is MGKVWKQQMYPQYATYYYPQYLQAKQSLVPAHPMAPPSPSTTSSNNNSSSSSNSGWDQLSKTNLYIRGLPPNTTDQDLVKLCQPYGKIVSTKAILDKATNKCKGYGFVDFDSPAAAQKAVSALKANGVQAQMAKQQEQDPTNLYISNLPLSMDEQELENMLKPFGQVISTRVLRDSSGASRGVGFARMESTEKCEAVIGHFNGKFIKTPPGVSAPTEPLLCKFADGGQKKRQNPNKYIPNGRPWPRDGEAGMTLTYDPTTAALHNGFYPSPYSIATNRMITQTSLTPYIASPVSAYQVQS.... The miRNA is hsa-miR-138-2-3p with sequence GCUAUUUCACGACACCAGGGUU. (2) The miRNA is hsa-miR-410-3p with sequence AAUAUAACACAGAUGGCCUGU. The protein sequence of the target gene is MAAEREPPPLGDGKPTDFEDLEDGEDLFTSTVSTLESSPSSPEPASLPAEDISANSNGPKPTEVVLDDDREDLFAEATEEVSLDSPEREPILSSEPSPAVTPVTPTTLIAPRIESKSMSAPVIFDRSREEIEEEANGDIFDIEIGVSDPEKVGDGMNAYMAYRVTTKTSLSMFSKSEFSVKRRFSDFLGLHSKLASKYLHVGYIVPPAPEKSIVGMTKVKVGKEDSSSTEFVEKRRAALERYLQRTVKHPTLLQDPDLRQFLESSELPRAVNTQALSGAGILRMVNKAADAVNKMTIKMN.... Result: 1 (interaction). (3) The miRNA is mmu-miR-329-3p with sequence AACACACCCAGCUAACCUUUUU. The protein sequence of the target gene is MAGDSRNAMNQDMEIGVTSQDHKKIPKQARDYIPIATDRTRLLTEGKKPRQRYMEKTGKCNVHHGNVQETYRYLSDLFTTLVDLKWRFNLLVFTMVYTITWLFFGFIWWLIAYVRGDLDHVGDQEWIPCVENLSGFVSAFLFSIETETTIGYGFRVITEKCPEGIILLLVQAILGSIVNAFMVGCMFVKISQPKKRAETLMFSNNAVISMRDEKLCLMFRVGDLRNSHIVEASIRAKLIKSRQTKEGEFIPLNQTDINVGFDTGDDRLFLVSPLIISHEINEKSPFWEMSRAQLEQEEFE.... Result: 1 (interaction). (4) The miRNA is hsa-miR-6793-5p with sequence UGUGGGUUCUGGGUUGGGGUGA. The protein sequence of the target gene is MNIVVEFFVVTFKVLWAFVLAAARWLVRPKEKSVAGQVCLITGAGSGLGRLFALEFARRRALLVLWDINTQSNEETAGMVRHIYRDLEAADAAALQAGNGEEEILPHCNLQVFTYTCDVGKRENVYLTAERVRKEVGEVSVLVNNAGVVSGHHLLECPDELIERTMMVNCHAHFWTTKAFLPTMLEINHGHIVTVASSLGLFSTAGVEDYCASKFGVVGFHESLSHELKAAEKDGIKTTLVCPYLVDTGMFRGCRIRKEIEPFLPPLKPDYCVKQAMKAILTDQPMICTPRLMYIVTFMK.... Result: 1 (interaction). (5) The miRNA is hsa-miR-6867-5p with sequence UGUGUGUGUAGAGGAAGAAGGGA. The protein sequence of the target gene is MSSESEKDKERLIQAAKMFFFHVQDLASVINTLTELFSRSMNTQILLMAVKNNSYIKDFFEQMLKIFKEMQSVVDARHDKIQKESLCSKVAMAMCSVVQKSTNVEELHQSAKEVFKSAHTPVIISVLNSSNILGSLESSLSHLMKFPIMNLQLSDFYTEDTKEQSDVTTSERTRSPPGSSKTTMIDTLKKLQDVLKTEDSKNPTKSAADLLEQIVKAMGPILEILQKAIKTMEMNISVFKKASDK. Result: 1 (interaction). (6) The miRNA is mmu-miR-350-3p with sequence UUCACAAAGCCCAUACACUUUC. The protein sequence of the target gene is MFSKLTSILQHAVEALAPSLPLQEDFVYHWKAITHYYIETSDDKAPVTDTNIPSHLEQMLDILVQEENERESGETGPCMEYLLHHKILETLYTLGKADCPPGMKQQVLVFYTKLLGRIRQPLLPHINVHRPVQKLIRLCGEVLATPTENEEIQFLCIVCAKLKQDPYLVNFFLENKSKSLVSRGALSVISEDGPKGQDPGSGDVSQCQQPQELSGATGVEPTESEEEPPHQMDDLSASLDDLNVTSLPEASAVRPNQDYNLVNSLLNLTRSPDGRIAVKACEGLMLLVSLPEPAAAKCLA.... Result: 0 (no interaction). (7) The miRNA is hsa-miR-5587-3p with sequence GCCCCGGGCAGUGUGAUCAUC. The protein sequence of the target gene is MMSEQDLADVVQIAVEDLSPDHPVVLENHVVTDDDEPALKRQRLEINCQDPSIKSFLYSINQTICLRLDSIEAKLQALEATCKSLEEKLDLVTNKQHSPIQVPMVAGSPLGATQTCNKVRCVVPQTTVILNNDRQNAIVAKMEDPLSNRAPDSLENIISNAVPGRRQNTIVVKVPGQDDSHNEDGESGSEASDSVSNCGQPGSQNIGSNVTLITLNSEEDYPNGTWLGDENNPEMRVRCAIIPSDMLHISTNCRTAEKMALTLLDYLFHREVQAVSNLSGQGKHGKKQLDPLTIYGIRCH.... Result: 0 (no interaction). (8) The miRNA is hsa-miR-652-3p with sequence AAUGGCGCCACUAGGGUUGUG. The protein sequence of the target gene is MANRTVKDAHSIHGTNPQYLVEKIIRTRIYESKYWKEECFGLTAELVVDKAMELRFVGGVYGGNIKPTPFLCLTLKMLQIQPEKDIIVEFIKNEDFKYVRMLGALYMRLTGTAIDCYKYLEPLYNDYRKIKSQNRNGEFELMHVDEFIDELLHSERVCDIILPRLQKRYVLEEAEQLEPRVSALEEDMDDVESSEEEEEEDEKLERVPSPDHRRRSYRDLDKPRRSPTLRYRRSRSRSPRRRSRSPKRRSPSPRRERHRSKSPRRHRSRSRDRRHRSRSKSPGHHRSHRHRSHSKSPERS.... Result: 1 (interaction).